Dataset: Retrosynthesis with 50K atom-mapped reactions and 10 reaction types from USPTO. Task: Predict the reactants needed to synthesize the given product. (1) Given the product COc1ccc(S(=O)(=O)Nc2ccc(C(F)(F)F)cc2)c2c1C[C@@H](N)CO2, predict the reactants needed to synthesize it. The reactants are: COc1ccc(S(=O)(=O)Nc2ccc(C(F)(F)F)cc2)c2c1C[C@@H](NC(=O)C(F)(F)F)CO2. (2) Given the product O=C(CCC1CCCC1)N1C(=O)OC[C@@H]1Cc1ccccc1, predict the reactants needed to synthesize it. The reactants are: O=C(Cl)CCC1CCCC1.O=C1N[C@@H](Cc2ccccc2)CO1. (3) The reactants are: O=C=Nc1ccccc1Cl.Oc1ccc2c(c1)CCCN2Cc1ccccc1. Given the product O=C(Nc1ccccc1Cl)Oc1ccc2c(c1)CCCN2Cc1ccccc1, predict the reactants needed to synthesize it. (4) Given the product N#Cc1ccc2[nH]ccc2c1, predict the reactants needed to synthesize it. The reactants are: Brc1ccc2[nH]ccc2c1.[C-]#N. (5) Given the product Cc1c(F)cc(C(=O)NC2CC2)cc1-c1ccc(C(=O)N[C@@H](C)C(C)C)c[n+]1[O-], predict the reactants needed to synthesize it. The reactants are: Cc1c(F)cc(C(=O)NC2CC2)cc1-c1ccc(C(=O)N[C@@H](C)C(C)C)cn1.O=C(OO)c1cccc(Cl)c1.